Dataset: Reaction yield outcomes from USPTO patents with 853,638 reactions. Task: Predict the reaction yield, written as a fraction of the theoretical maximum amount of product (1.0 means a 100% yield; for example, 0.34 means a 34% yield). (1) The reactants are [CH2:1]([NH2:5])[CH2:2][CH2:3][CH3:4].C([O:8][C:9]([C:11]1[N:12]=[C:13]2[CH:18]=[CH:17][C:16]([N:19]3[CH2:24][CH2:23][N:22]([C:25](=[O:36])[C:26]4[CH:31]=[CH:30][CH:29]=[CH:28][C:27]=4[C:32]([F:35])([F:34])[F:33])[CH2:21][CH2:20]3)=[N:15][N:14]2[CH:37]=1)=O)C. No catalyst specified. The product is [CH2:1]([NH:5][C:9]([C:11]1[N:12]=[C:13]2[CH:18]=[CH:17][C:16]([N:19]3[CH2:20][CH2:21][N:22]([C:25](=[O:36])[C:26]4[CH:31]=[CH:30][CH:29]=[CH:28][C:27]=4[C:32]([F:33])([F:35])[F:34])[CH2:23][CH2:24]3)=[N:15][N:14]2[CH:37]=1)=[O:8])[CH2:2][CH2:3][CH3:4]. The yield is 0.720. (2) The reactants are [C:1]([O:5][C:6]([N:8]1[CH2:13][CH2:12][CH:11]([C:14]2[S:15][CH2:16][CH:17]([C:19]([O:21][CH2:22][CH3:23])=[O:20])[N:18]=2)[CH2:10][CH2:9]1)=[O:7])([CH3:4])([CH3:3])[CH3:2]. The yield is 0.300. The product is [C:1]([O:5][C:6]([N:8]1[CH2:9][CH2:10][CH:11]([C:14]2[S:15][CH:16]=[C:17]([C:19]([O:21][CH2:22][CH3:23])=[O:20])[N:18]=2)[CH2:12][CH2:13]1)=[O:7])([CH3:4])([CH3:3])[CH3:2]. The catalyst is C1(C)C=CC=CC=1.O=[Mn]=O. (3) The reactants are O[C:2]1[CH:7]=[CH:6][N:5]=[CH:4][C:3]=1[N+:8]([O-:10])=[O:9].P(Cl)(Cl)(Cl)(Cl)[Cl:12]. The catalyst is O=P(Cl)(Cl)Cl. The product is [Cl:12][C:2]1[CH:7]=[CH:6][N:5]=[CH:4][C:3]=1[N+:8]([O-:10])=[O:9]. The yield is 0.990. (4) The reactants are [N-:1]=[N+:2]=[N-:3].[Na+].[S:5]([O:15][CH2:16][CH2:17][O:18][CH2:19][CH2:20][O:21][CH2:22][CH2:23][O:24][CH2:25][CH2:26]OS(C1C=CC(C)=CC=1)(=O)=O)([C:8]1[CH:14]=[CH:13][C:11]([CH3:12])=[CH:10][CH:9]=1)(=[O:7])=[O:6]. No catalyst specified. The product is [C:11]1([CH3:12])[CH:10]=[CH:9][C:8]([S:5]([O:15][CH2:16][CH2:17][O:18][CH2:19][CH2:20][O:21][CH2:22][CH2:23][O:24][CH2:25][CH2:26][N:1]=[N+:2]=[N-:3])(=[O:6])=[O:7])=[CH:14][CH:13]=1. The yield is 0.190. (5) The reactants are [F:1][C:2]1[CH:7]=[C:6]([I:8])[CH:5]=[CH:4][C:3]=1[NH:9][C:10]1[C:18]([C:19]([OH:21])=O)=[CH:17][CH:16]=[C:15]2[C:11]=1[CH:12]=[N:13][NH:14]2.Cl.[OH:23][CH:24]1[CH2:27][NH:26][CH2:25]1.CCN=C=NCCCN(C)C.C1C=CC2N(O)N=NC=2C=1.CCN(C(C)C)C(C)C. The catalyst is CN(C=O)C.C(OCC)(=O)C. The product is [F:1][C:2]1[CH:7]=[C:6]([I:8])[CH:5]=[CH:4][C:3]=1[NH:9][C:10]1[C:18]([C:19]([N:26]2[CH2:27][CH:24]([OH:23])[CH2:25]2)=[O:21])=[CH:17][CH:16]=[C:15]2[C:11]=1[CH:12]=[N:13][NH:14]2. The yield is 0.490.